Dataset: Full USPTO retrosynthesis dataset with 1.9M reactions from patents (1976-2016). Task: Predict the reactants needed to synthesize the given product. (1) Given the product [CH3:22][O:23][C:24]1[N:29]=[C:28]([O:30][CH3:31])[C:27]([C:2]2[CH:3]=[C:4]([N:8]3[C:12]4[CH:13]=[CH:14][C:15]([CH:17]([NH:19][CH:20]=[O:21])[CH3:18])=[CH:16][C:11]=4[N:10]=[CH:9]3)[CH:5]=[CH:6][CH:7]=2)=[CH:26][N:25]=1, predict the reactants needed to synthesize it. The reactants are: Br[C:2]1[CH:3]=[C:4]([N:8]2[C:12]3[CH:13]=[CH:14][C:15]([CH:17]([NH:19][CH:20]=[O:21])[CH3:18])=[CH:16][C:11]=3[N:10]=[CH:9]2)[CH:5]=[CH:6][CH:7]=1.[CH3:22][O:23][C:24]1[N:29]=[C:28]([O:30][CH3:31])[C:27](B(O)O)=[CH:26][N:25]=1. (2) Given the product [OH:1][C@:2]1([C:13]2[S:14][C:15]([C:18]3[CH:23]=[C:22]([NH:24][C:25]4[N:30]=[C:29]([C:31]([F:32])([F:33])[F:34])[CH:28]=[CH:27][N:26]=4)[CH:21]=[C:20]([CH3:35])[CH:19]=3)=[CH:16][N:17]=2)[CH2:7][CH2:6][C@H:5]([C:8]([NH:36][CH2:37][CH2:38][CH2:39][N:40]2[CH2:44][CH2:43][CH2:42][C:41]2=[O:45])=[O:10])[C:4]([CH3:12])([CH3:11])[CH2:3]1, predict the reactants needed to synthesize it. The reactants are: [OH:1][C@:2]1([C:13]2[S:14][C:15]([C:18]3[CH:23]=[C:22]([NH:24][C:25]4[N:30]=[C:29]([C:31]([F:34])([F:33])[F:32])[CH:28]=[CH:27][N:26]=4)[CH:21]=[C:20]([CH3:35])[CH:19]=3)=[CH:16][N:17]=2)[CH2:7][CH2:6][C@H:5]([C:8]([OH:10])=O)[C:4]([CH3:12])([CH3:11])[CH2:3]1.[NH2:36][CH2:37][CH2:38][CH2:39][N:40]1[CH2:44][CH2:43][CH2:42][C:41]1=[O:45].C(Cl)CCl.C1C=CC2N(O)N=NC=2C=1.C(N(CC)CC)C.